This data is from Reaction yield outcomes from USPTO patents with 853,638 reactions. The task is: Predict the reaction yield, written as a fraction of the theoretical maximum amount of product (1.0 means a 100% yield; for example, 0.34 means a 34% yield). (1) The reactants are [Cl:1][C:2]1[CH:14]=[C:13]([Cl:15])[C:12]([O:16][C:17]2[N:21]([CH3:22])[N:20]=[C:19]([CH2:23][O:24][CH3:25])[C:18]=2[CH:26]=[CH2:27])=[CH:11][C:3]=1[O:4][C@@H:5]([CH3:10])[C:6]([O:8]C)=[O:7].O.[OH-].[Li+].Cl. The catalyst is O1CCCC1.O. The product is [Cl:1][C:2]1[CH:14]=[C:13]([Cl:15])[C:12]([O:16][C:17]2[N:21]([CH3:22])[N:20]=[C:19]([CH2:23][O:24][CH3:25])[C:18]=2[CH:26]=[CH2:27])=[CH:11][C:3]=1[O:4][C@@H:5]([CH3:10])[C:6]([OH:8])=[O:7]. The yield is 0.640. (2) The reactants are Cl[C:2]1[N:7]=[C:6]([NH:8][CH:9]2[CH2:17][CH:16]3[N:12]([CH2:13][CH2:14][CH2:15]3)[C:11]([CH3:19])([CH3:18])[CH2:10]2)[C:5]([F:20])=[CH:4][N:3]=1.[NH2:21][C:22]1[CH:23]=[CH:24][C:25]([O:30][CH:31]2[CH2:36][CH2:35][O:34][CH2:33][CH2:32]2)=[C:26]([CH:29]=1)[C:27]#[N:28]. The catalyst is CC(O)C. The product is [NH3:3].[CH3:25][OH:30].[F:20][C:5]1[C:6]([NH:8][CH:9]2[CH2:17][CH:16]3[N:12]([CH2:13][CH2:14][CH2:15]3)[C:11]([CH3:19])([CH3:18])[CH2:10]2)=[N:7][C:2]([NH:21][C:22]2[CH:23]=[CH:24][C:25]([O:30][CH:31]3[CH2:36][CH2:35][O:34][CH2:33][CH2:32]3)=[C:26]([CH:29]=2)[C:27]#[N:28])=[N:3][CH:4]=1. The yield is 0.0100. (3) The reactants are I.[CH3:2][N:3]([CH2:8][CH2:9][S:10][CH3:11])[CH:4](SC)[CH3:5].[NH2:12][C:13]1[CH:21]=[C:20]2[C:16]([CH2:17][C@@H:18]([OH:39])[C@@H:19]2[NH:22][C:23]([C:25]2[CH:30]=[CH:29][C:28]([C:31]3[CH:36]=[CH:35][CH:34]=[CH:33][C:32]=3[F:37])=[CH:27][C:26]=2[F:38])=[O:24])=[CH:15][CH:14]=1. The catalyst is N1C=CC=CC=1. The product is [CH3:11][S:10][CH2:9][CH2:8][N:3]([CH3:2])[C:4](=[N:12][C:13]1[CH:21]=[C:20]2[C:16]([CH2:17][C@@H:18]([OH:39])[C@@H:19]2[NH:22][C:23]([C:25]2[CH:30]=[CH:29][C:28]([C:31]3[CH:36]=[CH:35][CH:34]=[CH:33][C:32]=3[F:37])=[CH:27][C:26]=2[F:38])=[O:24])=[CH:15][CH:14]=1)[CH3:5]. The yield is 0.220. (4) The reactants are [CH3:1][O:2][NH:3][C:4]([C:6]1[C:7](=[O:29])[C:8]2[CH:13]=[N:12][C:11](S(C)(=O)=O)=[N:10][C:9]=2[N:18]([C:20]2[CH:21]=[C:22]3[C:26](=[CH:27][CH:28]=2)[CH2:25][CH2:24][CH2:23]3)[CH:19]=1)=[O:5].[F:30][C:31]([F:49])([F:48])[S:32]([N:35]1[CH2:40][CH2:39][N:38]([C:41]2[CH:42]=[C:43]([NH2:47])[CH:44]=[CH:45][CH:46]=2)[CH2:37][CH2:36]1)(=[O:34])=[O:33]. The catalyst is O1CCOCC1.O.C(OCC)(=O)C.[O-]S(C(F)(F)F)(=O)=O.[Ag+]. The product is [CH3:1][O:2][NH:3][C:4]([C:6]1[C:7](=[O:29])[C:8]2[CH:13]=[N:12][C:11]([NH:47][C:43]3[CH:44]=[CH:45][CH:46]=[C:41]([N:38]4[CH2:37][CH2:36][N:35]([S:32]([C:31]([F:30])([F:48])[F:49])(=[O:34])=[O:33])[CH2:40][CH2:39]4)[CH:42]=3)=[N:10][C:9]=2[N:18]([C:20]2[CH:21]=[C:22]3[C:26](=[CH:27][CH:28]=2)[CH2:25][CH2:24][CH2:23]3)[CH:19]=1)=[O:5]. The yield is 0.0500. (5) The reactants are O.NN.[S:4]1[C:8]2[CH:9]=[C:10]([N:13]([CH3:18])[S:14]([CH3:17])(=[O:16])=[O:15])[CH:11]=[CH:12][C:7]=2[N:6]=C1.C(N(CC)CC)C.[CH3:26][O:27][C:28](=[O:34])[CH2:29][C:30](=O)[CH2:31]Cl. The catalyst is C(O)C.O1CCCC1. The product is [CH3:26][O:27][C:28](=[O:34])[CH2:29][C:30]1[NH:6][C:7]2[CH:12]=[CH:11][C:10]([N:13]([S:14]([CH3:17])(=[O:15])=[O:16])[CH3:18])=[CH:9][C:8]=2[S:4][CH:31]=1. The yield is 0.640. (6) The reactants are [CH3:1][O:2][C:3]1[CH:8]=[CH:7][C:6]([O:9][CH2:10][O:11][CH3:12])=[CH:5][N:4]=1.C([Li])(C)(C)C.CCCCC.[F:23][C:24]([F:43])([F:42])[C:25]1[O:29][C:28]([CH2:30][N:31]2[C:39]3[C:34](=[CH:35][CH:36]=[CH:37][CH:38]=3)[C:33](=[O:40])[C:32]2=[O:41])=[CH:27][CH:26]=1.[Cl-].[NH4+]. The catalyst is O1CCCC1.C(OCC)(=O)C.O. The product is [OH:40][C:33]1([C:7]2[C:6]([O:9][CH2:10][O:11][CH3:12])=[CH:5][N:4]=[C:3]([O:2][CH3:1])[CH:8]=2)[C:34]2[C:39](=[CH:38][CH:37]=[CH:36][CH:35]=2)[N:31]([CH2:30][C:28]2[O:29][C:25]([C:24]([F:42])([F:23])[F:43])=[CH:26][CH:27]=2)[C:32]1=[O:41]. The yield is 0.200. (7) The reactants are C[Si](C)(C)[N-][Si](C)(C)C.[K+].C1(C)C=CC=CC=1.[CH3:18][O:19][C:20]([CH:22]1[CH:26]([C@@H:27]([CH3:30])[CH2:28]I)[CH2:25][N:24]([C:31]([O:33][CH2:34][C:35]2[CH:40]=[CH:39][CH:38]=[CH:37][CH:36]=2)=[O:32])[CH2:23]1)=[O:21].[Cl-].[NH4+]. The catalyst is O1CCCC1. The product is [CH3:18][O:19][C:20]([C@@:22]12[CH2:28][CH:27]([CH3:30])[CH:26]1[CH2:25][N:24]([C:31]([O:33][CH2:34][C:35]1[CH:40]=[CH:39][CH:38]=[CH:37][CH:36]=1)=[O:32])[CH2:23]2)=[O:21]. The yield is 0.910. (8) The reactants are C([O:3][C:4]([C:6]1[N:7]([C:33]2[CH:38]=[CH:37][C:36]([O:39][CH:40]([CH3:42])[CH3:41])=[CH:35][CH:34]=2)[C:8]2[C:13]([C:14]=1[CH2:15][CH2:16][C:17]1[CH:22]=[CH:21][N:20]=[CH:19][CH:18]=1)=[CH:12][C:11]([C:23]1[CH:28]=[CH:27][C:26]([C:29]([F:32])([F:31])[F:30])=[CH:25][N:24]=1)=[CH:10][CH:9]=2)=[O:5])C.[OH-].[Na+].Cl. The catalyst is CCO. The product is [CH:40]([O:39][C:36]1[CH:35]=[CH:34][C:33]([N:7]2[C:8]3[C:13](=[CH:12][C:11]([C:23]4[CH:28]=[CH:27][C:26]([C:29]([F:30])([F:31])[F:32])=[CH:25][N:24]=4)=[CH:10][CH:9]=3)[C:14]([CH2:15][CH2:16][C:17]3[CH:18]=[CH:19][N:20]=[CH:21][CH:22]=3)=[C:6]2[C:4]([OH:5])=[O:3])=[CH:38][CH:37]=1)([CH3:42])[CH3:41]. The yield is 0.770. (9) The reactants are [C:1]([C:3]1[CH:4]=[CH:5][C:6]2[O:10][C:9](=C)[N:8]([CH:12]3[CH2:17][CH2:16][N:15](C(OC(C)(C)C)=O)[CH2:14][CH2:13]3)[C:7]=2[CH:25]=1)#[N:2].[ClH:26].C([O:29]CC)C. The catalyst is ClCCl. The product is [ClH:26].[O:29]=[C:9]1[N:8]([CH:12]2[CH2:17][CH2:16][NH:15][CH2:14][CH2:13]2)[C:7]2[CH:25]=[C:3]([C:1]#[N:2])[CH:4]=[CH:5][C:6]=2[O:10]1. The yield is 0.700. (10) The reactants are [NH:1]1[CH:5]=[N:4][C:3]([NH2:6])=[N:2]1.O=[C:8]1[CH2:11][CH:10]([C:12]([O:14][CH2:15][CH2:16][CH3:17])=[O:13])[CH2:9]1.C([BH3-])#N.[Na+].O. The catalyst is C(O)(=O)C. The product is [N:1]1[N:2]=[C:3]([NH:6][CH:8]2[CH2:11][CH:10]([C:12]([O:14][CH2:15][CH2:16][CH3:17])=[O:13])[CH2:9]2)[NH:4][CH:5]=1. The yield is 0.490.